Dataset: Reaction yield outcomes from USPTO patents with 853,638 reactions. Task: Predict the reaction yield, written as a fraction of the theoretical maximum amount of product (1.0 means a 100% yield; for example, 0.34 means a 34% yield). (1) The reactants are [C:1]([O:9][C@H:10]1[C@H:14]([NH:15][C:16](=[O:23])[C:17]2[CH:22]=[CH:21][N:20]=[CH:19][CH:18]=2)[CH2:13][C@H:12]([CH2:24][OH:25])[C@H:11]1[O:26][C:27](=[O:34])[C:28]1[CH:33]=[CH:32][CH:31]=[CH:30][CH:29]=1)(=[O:8])[C:2]1[CH:7]=[CH:6][CH:5]=[CH:4][CH:3]=1.C1CCN2C(=NCCC2)CC1.Cl[S:47]([NH2:50])(=[O:49])=[O:48]. The catalyst is C(#N)C. The product is [C:1]([O:9][C@H:10]1[C@H:14]([NH:15][C:16](=[O:23])[C:17]2[CH:22]=[CH:21][N:20]=[CH:19][CH:18]=2)[CH2:13][C@H:12]([CH2:24][O:25][S:47]([NH2:50])(=[O:49])=[O:48])[C@H:11]1[O:26][C:27](=[O:34])[C:28]1[CH:29]=[CH:30][CH:31]=[CH:32][CH:33]=1)(=[O:8])[C:2]1[CH:7]=[CH:6][CH:5]=[CH:4][CH:3]=1. The yield is 0.270. (2) The reactants are [Cl:1][C:2]1[CH:7]=[CH:6][CH:5]=[CH:4][C:3]=1[CH2:8][C:9]([OH:11])=[O:10].[CH3:12]O. The catalyst is S(=O)(=O)(O)O. The product is [Cl:1][C:2]1[CH:7]=[CH:6][CH:5]=[CH:4][C:3]=1[CH2:8][C:9]([O:11][CH3:12])=[O:10]. The yield is 0.975. (3) The reactants are [NH2:1][C:2]1[C:7]([C:8]2[CH:9]=[C:10]([NH:15][S:16]([C:19]3[CH:24]=[CH:23][C:22]([O:25]C)=[CH:21][CH:20]=3)(=[O:18])=[O:17])[CH:11]=[C:12]([OH:14])[CH:13]=2)=[C:6]([NH:27][C@H:28]([C:30]2[N:35]([C:36]3[CH:41]=[CH:40][CH:39]=[CH:38][CH:37]=3)[C:34](=[O:42])[C:33]3=[C:43]([CH3:46])[CH:44]=[CH:45][N:32]3[N:31]=2)[CH3:29])[N:5]=[CH:4][N:3]=1.B(Br)(Br)Br. The catalyst is ClCCl. The product is [NH2:1][C:2]1[C:7]([C:8]2[CH:9]=[C:10]([NH:15][S:16]([C:19]3[CH:24]=[CH:23][C:22]([OH:25])=[CH:21][CH:20]=3)(=[O:18])=[O:17])[CH:11]=[C:12]([OH:14])[CH:13]=2)=[C:6]([NH:27][C@H:28]([C:30]2[N:35]([C:36]3[CH:41]=[CH:40][CH:39]=[CH:38][CH:37]=3)[C:34](=[O:42])[C:33]3=[C:43]([CH3:46])[CH:44]=[CH:45][N:32]3[N:31]=2)[CH3:29])[N:5]=[CH:4][N:3]=1. The yield is 0.380. (4) The product is [P:23]([OH:26])([OH:25])([OH:24])=[O:22].[CH:1]1([C@H:4]([N:8]2[CH:12]=[C:11]([C:13]3[C:14]4[CH:21]=[CH:20][NH:19][C:15]=4[N:16]=[CH:17][N:18]=3)[CH:10]=[N:9]2)[CH2:5][C:6]#[N:7])[CH2:3][CH2:2]1. The yield is 0.945. The reactants are [CH:1]1([C@H:4]([N:8]2[CH:12]=[C:11]([C:13]3[C:14]4[CH:21]=[CH:20][NH:19][C:15]=4[N:16]=[CH:17][N:18]=3)[CH:10]=[N:9]2)[CH2:5][C:6]#[N:7])[CH2:3][CH2:2]1.[OH:22][P:23]([OH:26])([OH:25])=[O:24]. The catalyst is C(O)(C)C.